From a dataset of Full USPTO retrosynthesis dataset with 1.9M reactions from patents (1976-2016). Predict the reactants needed to synthesize the given product. (1) Given the product [CH2:1]([C@H:8]([NH:39][C:40](=[O:57])[C@H:41]([CH2:53][CH:54]([CH3:55])[CH3:56])[NH2:42])[C@@H:9]([OH:38])[CH2:10][C@@H:11]([NH:25][C:26](=[O:37])[C@H:27]([C:33]([CH3:36])([CH3:35])[CH3:34])[NH:28][C:29]([O:31][CH3:32])=[O:30])[CH2:12][C:13]1[CH:18]=[CH:17][C:16]([C:19]2[CH:24]=[CH:23][CH:22]=[CH:21][N:20]=2)=[CH:15][CH:14]=1)[C:2]1[CH:7]=[CH:6][CH:5]=[CH:4][CH:3]=1, predict the reactants needed to synthesize it. The reactants are: [CH2:1]([C@H:8]([NH:39][C:40](=[O:57])[C@H:41]([CH2:53][CH:54]([CH3:56])[CH3:55])[NH:42]C(OCC1C=CC=CC=1)=O)[C@@H:9]([OH:38])[CH2:10][C@@H:11]([NH:25][C:26](=[O:37])[C@H:27]([C:33]([CH3:36])([CH3:35])[CH3:34])[NH:28][C:29]([O:31][CH3:32])=[O:30])[CH2:12][C:13]1[CH:18]=[CH:17][C:16]([C:19]2[CH:24]=[CH:23][CH:22]=[CH:21][N:20]=2)=[CH:15][CH:14]=1)[C:2]1[CH:7]=[CH:6][CH:5]=[CH:4][CH:3]=1.Cl.[H][H]. (2) The reactants are: [Cl:1][C:2]1[CH:3]=[N:4][CH:5]=[CH:6][C:7]=1[C:8]1[CH:13]=[CH:12][CH:11]=[CH:10][CH:9]=1.C1C=C(Cl)C=C(C(OO)=[O:22])C=1. Given the product [Cl:1][C:2]1[CH:3]=[N+:4]([O-:22])[CH:5]=[CH:6][C:7]=1[C:8]1[CH:13]=[CH:12][CH:11]=[CH:10][CH:9]=1, predict the reactants needed to synthesize it. (3) Given the product [CH3:16][O:15][C:10]1[CH:11]=[CH:12][CH:13]=[CH:14][C:9]=1[NH:8][CH:1]([C:2]1[CH:3]=[CH:4][CH:5]=[CH:6][CH:7]=1)[CH:17]([CH3:19])[CH3:18], predict the reactants needed to synthesize it. The reactants are: [CH:1](=[N:8]/[C:9]1[CH:14]=[CH:13][CH:12]=[CH:11][C:10]=1[O:15][CH3:16])\[C:2]1[CH:7]=[CH:6][CH:5]=[CH:4][CH:3]=1.[CH:17]([Mg]Cl)([CH3:19])[CH3:18].[NH4+].[Cl-]. (4) Given the product [C:22]([C:2]1[CH:7]=[CH:6][C:5]([C:8]([CH3:12])([CH3:11])[C:9]#[N:10])=[C:4]([CH3:13])[CH:3]=1)(=[O:24])[CH3:23], predict the reactants needed to synthesize it. The reactants are: Br[C:2]1[CH:7]=[CH:6][C:5]([C:8]([CH3:12])([CH3:11])[C:9]#[N:10])=[C:4]([CH3:13])[CH:3]=1.C([Li])CCC.CON(C)[C:22](=[O:24])[CH3:23]. (5) The reactants are: [H-].[Al+3].[Li+].[H-].[H-].[H-].[CH2:7]([O:14][CH2:15][CH2:16][CH:17]1[CH2:22][CH2:21][N:20]([C:23]2[CH:24]=[N:25][CH:26]=[C:27]([O:29][CH2:30][C@@H:31]3[CH2:34][CH2:33][N:32]3[C:35](OC(C)(C)C)=O)[CH:28]=2)[CH2:19][CH2:18]1)[C:8]1[CH:13]=[CH:12][CH:11]=[CH:10][CH:9]=1.[O-]S([O-])(=O)=O.[Na+].[Na+].CCOCC. Given the product [CH2:7]([O:14][CH2:15][CH2:16][CH:17]1[CH2:18][CH2:19][N:20]([C:23]2[CH:24]=[N:25][CH:26]=[C:27]([O:29][CH2:30][C@@H:31]3[CH2:34][CH2:33][N:32]3[CH3:35])[CH:28]=2)[CH2:21][CH2:22]1)[C:8]1[CH:9]=[CH:10][CH:11]=[CH:12][CH:13]=1, predict the reactants needed to synthesize it. (6) Given the product [OH:14][C:15]1[CH:16]=[C:17]([NH:21][C:22]2[N:27]=[CH:26][C:25]([NH:28][C:29]3[CH:34]=[CH:33][CH:32]=[C:31]([OH:35])[CH:30]=3)=[CH:24][N:23]=2)[CH:18]=[CH:19][CH:20]=1, predict the reactants needed to synthesize it. The reactants are: C1CC=CCC=1.C([O:14][C:15]1[CH:16]=[C:17]([NH:21][C:22]2[N:27]=[CH:26][C:25]([NH:28][C:29]3[CH:34]=[CH:33][CH:32]=[C:31]([O:35]CC4C=CC=CC=4)[CH:30]=3)=[CH:24][N:23]=2)[CH:18]=[CH:19][CH:20]=1)C1C=CC=CC=1.